This data is from Full USPTO retrosynthesis dataset with 1.9M reactions from patents (1976-2016). The task is: Predict the reactants needed to synthesize the given product. (1) Given the product [CH3:1][O:2][C:3]1[CH:30]=[CH:29][CH:28]=[CH:27][C:4]=1[C:5]([C:7]1[CH:12]=[CH:11][C:10]([CH3:13])=[CH:9][C:8]=1[NH:14][C:15](=[O:26])[NH:16][C:17]1[S:18][CH:19]=[C:20]([CH2:22][C:23]([NH:32][CH3:31])=[O:25])[N:21]=1)=[O:6], predict the reactants needed to synthesize it. The reactants are: [CH3:1][O:2][C:3]1[CH:30]=[CH:29][CH:28]=[CH:27][C:4]=1[C:5]([C:7]1[CH:12]=[CH:11][C:10]([CH3:13])=[CH:9][C:8]=1[NH:14][C:15](=[O:26])[NH:16][C:17]1[S:18][CH:19]=[C:20]([CH2:22][C:23]([OH:25])=O)[N:21]=1)=[O:6].[CH3:31][NH2:32].C1COCC1. (2) The reactants are: [CH2:1]([O:3][C:4](=[O:18])/[C:5](/[N:15]=[N+]=[N-])=[CH:6]/[C:7]1[CH:12]=[CH:11][C:10]([CH3:13])=[C:9]([F:14])[CH:8]=1)[CH3:2]. Given the product [CH2:1]([O:3][C:4]([C:5]1[NH:15][C:12]2[C:7]([CH:6]=1)=[CH:8][C:9]([F:14])=[C:10]([CH3:13])[CH:11]=2)=[O:18])[CH3:2], predict the reactants needed to synthesize it. (3) Given the product [CH2:19]([O:18][C:17]1[CH:16]=[C:15]2[C:10]([C:11]([NH:21][C:22]3[CH:23]=[C:24]4[C:28](=[CH:29][CH:30]=3)[N:27]([CH2:31][C:32]3[CH:37]=[CH:36][CH:35]=[C:34]([F:38])[CH:33]=3)[N:26]=[CH:25]4)=[N:12][CH:13]=[N:14]2)=[CH:9][C:8]=1[NH:7][C:5](=[O:6])/[CH:4]=[CH:3]/[CH2:2][N:55]1[CH2:54][C@H:53]2[O:48][CH2:49][CH2:50][O:51][C@H:52]2[CH2:56]1)[CH3:20], predict the reactants needed to synthesize it. The reactants are: Br[CH2:2]/[CH:3]=[CH:4]/[C:5]([NH:7][C:8]1[CH:9]=[C:10]2[C:15](=[CH:16][C:17]=1[O:18][CH2:19][CH3:20])[N:14]=[CH:13][N:12]=[C:11]2[NH:21][C:22]1[CH:23]=[C:24]2[C:28](=[CH:29][CH:30]=1)[N:27]([CH2:31][C:32]1[CH:37]=[CH:36][CH:35]=[C:34]([F:38])[CH:33]=1)[N:26]=[CH:25]2)=[O:6].CCN(C(C)C)C(C)C.[O:48]1[C@H:53]2[CH2:54][NH:55][CH2:56][C@H:52]2[O:51][CH2:50][CH2:49]1.O. (4) Given the product [Br:22][CH2:23][CH2:24][CH2:25][CH2:26][CH2:27][CH2:28][C:29]([NH:37][C:36]1[C:38]([CH:42]([CH3:43])[CH3:44])=[CH:39][CH:40]=[CH:41][C:35]=1[CH:32]([CH3:34])[CH3:33])=[O:31], predict the reactants needed to synthesize it. The reactants are: CCN=C=NCCCN(C)C.C1C=CC2N(O)N=NC=2C=1.[Br:22][CH2:23][CH2:24][CH2:25][CH2:26][CH2:27][CH2:28][C:29]([OH:31])=O.[CH:32]([C:35]1[CH:41]=[CH:40][CH:39]=[C:38]([CH:42]([CH3:44])[CH3:43])[C:36]=1[NH2:37])([CH3:34])[CH3:33]. (5) Given the product [Br:1][C:2]1[CH:7]=[CH:6][N:5]=[C:4]([C:8](=[O:10])[CH3:9])[CH:3]=1, predict the reactants needed to synthesize it. The reactants are: [Br:1][C:2]1[CH:7]=[CH:6][N:5]=[C:4]([CH:8]([OH:10])[CH3:9])[CH:3]=1.CC(OI1(OC(C)=O)(OC(C)=O)OC(=O)C2C=CC=CC1=2)=O. (6) Given the product [Cl:21][C:16]1[CH:17]=[CH:18][CH:19]=[CH:20][C:15]=1[O:14][C:12]1[CH2:13][N:9]([C@@H:4]([CH2:5][CH2:6][O:7][CH3:8])[C:3]([OH:23])=[O:2])[C:10](=[O:22])[CH:11]=1, predict the reactants needed to synthesize it. The reactants are: C[O:2][C:3](=[O:23])[C@@H:4]([N:9]1[CH2:13][C:12]([O:14][C:15]2[CH:20]=[CH:19][CH:18]=[CH:17][C:16]=2[Cl:21])=[CH:11][C:10]1=[O:22])[CH2:5][CH2:6][O:7][CH3:8].O.[OH-].[Li+].Cl. (7) Given the product [Cl:15][C:11]1[CH:10]=[C:9]([NH:8][C:4]2[N:3]=[C:2]([NH:16][CH2:17][C@@H:18]3[CH2:22][CH2:21][CH2:20][N:19]3[C:23]([O:25][C:26]([CH3:29])([CH3:28])[CH3:27])=[O:24])[CH:7]=[CH:6][N:5]=2)[CH:14]=[CH:13][CH:12]=1, predict the reactants needed to synthesize it. The reactants are: Cl[C:2]1[CH:7]=[CH:6][N:5]=[C:4]([NH:8][C:9]2[CH:14]=[CH:13][CH:12]=[C:11]([Cl:15])[CH:10]=2)[N:3]=1.[NH2:16][CH2:17][C@@H:18]1[CH2:22][CH2:21][CH2:20][N:19]1[C:23]([O:25][C:26]([CH3:29])([CH3:28])[CH3:27])=[O:24].C(N(C(C)C)CC)(C)C. (8) Given the product [CH2:22]([O:28][CH2:29][CH2:30][CH2:31][C:32]1[N:6]=[C:4]([OH:5])[C:3]2[C:2](=[CH:10][C:9]([C:11]3[C:16]([C:17]([F:20])([F:18])[F:19])=[CH:15][CH:14]=[CH:13][N:12]=3)=[CH:8][CH:7]=2)[N:1]=1)[C:23]1[CH:38]=[CH:37][CH:26]=[CH:25][CH:24]=1, predict the reactants needed to synthesize it. The reactants are: [NH2:1][C:2]1[CH:10]=[C:9]([C:11]2[C:16]([C:17]([F:20])([F:19])[F:18])=[CH:15][CH:14]=[CH:13][N:12]=2)[CH:8]=[CH:7][C:3]=1[C:4]([NH2:6])=[O:5].N1[CH:26]=[CH:25][CH:24]=[CH:23][CH:22]=1.C[O:28][CH2:29][CH2:30][CH2:31][C:32](Cl)=O.[OH-].[Na+].[CH2:37]1COC[CH2:38]1.